From a dataset of Forward reaction prediction with 1.9M reactions from USPTO patents (1976-2016). Predict the product of the given reaction. (1) Given the reactants Br[C:2]1[C:14]2[C:5](=[C:6]3[C:11](=[C:12]([C:15]4[CH:16]=[N:17][CH:18]=[CH:19][CH:20]=4)[CH:13]=2)[CH:10]=[N:9][CH:8]=[CH:7]3)[N:4]([C:21]2[CH:26]=[CH:25][C:24]([F:27])=[CH:23][CH:22]=2)[N:3]=1.[CH3:28][S:29][C:30]1[CH:35]=[CH:34][C:33](B(O)O)=[CH:32][CH:31]=1, predict the reaction product. The product is: [F:27][C:24]1[CH:25]=[CH:26][C:21]([N:4]2[C:5]3=[C:6]4[C:11](=[C:12]([C:15]5[CH:16]=[N:17][CH:18]=[CH:19][CH:20]=5)[CH:13]=[C:14]3[C:2]([C:33]3[CH:34]=[CH:35][C:30]([S:29][CH3:28])=[CH:31][CH:32]=3)=[N:3]2)[CH:10]=[N:9][CH:8]=[CH:7]4)=[CH:22][CH:23]=1. (2) Given the reactants Br[C:2]1[N:3]=[C:4]2[CH:9]=[CH:8][CH:7]=[C:6]([N:10]([CH2:14][CH2:15][CH3:16])[CH2:11][CH2:12][CH3:13])[N:5]2[CH:17]=1.[CH3:18][C:19]1[CH:24]=[C:23]([CH3:25])[CH:22]=[CH:21][C:20]=1B(O)O.CC([O-])(C)C.[K+], predict the reaction product. The product is: [CH3:18][C:19]1[CH:24]=[C:23]([CH3:25])[CH:22]=[CH:21][C:20]=1[C:2]1[N:3]=[C:4]2[CH:9]=[CH:8][CH:7]=[C:6]([N:10]([CH2:14][CH2:15][CH3:16])[CH2:11][CH2:12][CH3:13])[N:5]2[CH:17]=1. (3) Given the reactants [F:1][C:2]1[CH:3]=[N:4][CH:5]=[C:6]([C:26]=1[CH3:27])[C:7]([NH:9][C:10]1[CH:15]=[CH:14][C:13](/[C:16](/[C:19]2[CH:20]=[N:21][C:22](F)=[CH:23][CH:24]=2)=[CH:17]\[CH3:18])=[CH:12][N:11]=1)=[O:8].[NH:28]1[CH2:32][CH2:31][CH2:30][CH2:29]1.[H-].[Na+].CN(C=[O:39])C, predict the reaction product. The product is: [CH2:31]([O:39][C:22]1[N:21]=[CH:20][C:19](/[C:16](/[C:13]2[CH:14]=[CH:15][C:10]([NH:9][C:7](=[O:8])[C:6]3[C:26]([CH3:27])=[C:2]([F:1])[CH:3]=[N:4][CH:5]=3)=[N:11][CH:12]=2)=[CH:17]/[CH3:18])=[CH:24][CH:23]=1)[CH3:32].[F:1][C:2]1[CH:3]=[N:4][CH:5]=[C:6]([C:26]=1[CH3:27])[C:7]([NH:9][C:10]1[CH:15]=[CH:14][C:13](/[C:16](/[C:19]2[CH:20]=[N:21][C:22]([N:28]3[CH2:32][CH2:31][CH2:30][CH2:29]3)=[CH:23][CH:24]=2)=[CH:17]\[CH3:18])=[CH:12][N:11]=1)=[O:8]. (4) Given the reactants [F:1][C:2]([F:17])([F:16])[C:3]1[N:8]=[N:7][C:6]([C:9]2[CH:14]=[CH:13][NH:12][C:11](=[O:15])[CH:10]=2)=[CH:5][CH:4]=1.Br[C:19]1[CH:20]=[CH:21][C:22]2[C:23]3[CH2:42][CH2:41][N:40]([C:43]([O:45][C:46]([CH3:49])([CH3:48])[CH3:47])=[O:44])[CH2:39][CH2:38][C:24]=3[N:25]([S:28]([C:31]3[CH:37]=[CH:36][C:34]([CH3:35])=[CH:33][CH:32]=3)(=[O:30])=[O:29])[C:26]=2[CH:27]=1.OC1C=CC=C2C=1N=CC=C2.C([O-])([O-])=O.[Cs+].[Cs+], predict the reaction product. The product is: [O:15]=[C:11]1[CH:10]=[C:9]([C:6]2[N:7]=[N:8][C:3]([C:2]([F:1])([F:16])[F:17])=[CH:4][CH:5]=2)[CH:14]=[CH:13][N:12]1[C:19]1[CH:20]=[CH:21][C:22]2[C:23]3[CH2:42][CH2:41][N:40]([C:43]([O:45][C:46]([CH3:49])([CH3:48])[CH3:47])=[O:44])[CH2:39][CH2:38][C:24]=3[N:25]([S:28]([C:31]3[CH:32]=[CH:33][C:34]([CH3:35])=[CH:36][CH:37]=3)(=[O:30])=[O:29])[C:26]=2[CH:27]=1. (5) Given the reactants CCN(C(C)C)C(C)C.[CH3:10][O:11][C:12]1[CH:13]=[CH:14][CH:15]=[C:16]2[C:21]=1[O:20][C:19](=[O:22])[C:18]([C:23]([OH:25])=O)=[CH:17]2.CN(C(ON1N=NC2C=CC=NC1=2)=[N+](C)C)C.F[P-](F)(F)(F)(F)F.[NH:50]1[C:58]2[C:53](=[C:54]([C:59]3[CH:60]=[C:61]([NH2:65])[CH:62]=[CH:63][CH:64]=3)[CH:55]=[CH:56][CH:57]=2)[CH:52]=[CH:51]1, predict the reaction product. The product is: [NH:50]1[C:58]2[C:53](=[C:54]([C:59]3[CH:60]=[C:61]([NH:65][C:23]([C:18]4[C:19](=[O:22])[O:20][C:21]5[C:16]([CH:17]=4)=[CH:15][CH:14]=[CH:13][C:12]=5[O:11][CH3:10])=[O:25])[CH:62]=[CH:63][CH:64]=3)[CH:55]=[CH:56][CH:57]=2)[CH:52]=[CH:51]1. (6) Given the reactants [Cl:1][C:2]1[CH:15]=[CH:14][C:13]2[S:12][C:11]3[C:6](=[CH:7][CH:8]=[CH:9][CH:10]=3)[NH:5][C:4]=2[CH:3]=1.[Br:16][CH2:17][CH2:18][CH2:19]Br.[H-].[Na+], predict the reaction product. The product is: [Br:16][CH2:17][CH2:18][CH2:19][N:5]1[C:4]2[CH:3]=[C:2]([Cl:1])[CH:15]=[CH:14][C:13]=2[S:12][C:11]2[C:6]1=[CH:7][CH:8]=[CH:9][CH:10]=2.